From a dataset of Full USPTO retrosynthesis dataset with 1.9M reactions from patents (1976-2016). Predict the reactants needed to synthesize the given product. (1) Given the product [F:1][C@H:2]1[CH2:6][N:5]([S:42]([C:39]2[CH:40]=[CH:41][C:36]([F:35])=[CH:37][CH:38]=2)(=[O:44])=[O:43])[C@H:4]([C:7]([NH:9][CH2:10][C:11]2[CH:16]=[C:15]([C:17]3[CH:22]=[N:21][C:20]([C:23]([F:26])([F:25])[F:24])=[N:19][CH:18]=3)[CH:14]=[C:13]([CH3:27])[N:12]=2)=[O:8])[CH2:3]1, predict the reactants needed to synthesize it. The reactants are: [F:1][C@H:2]1[CH2:6][NH:5][C@H:4]([C:7]([NH:9][CH2:10][C:11]2[CH:16]=[C:15]([C:17]3[CH:18]=[N:19][C:20]([C:23]([F:26])([F:25])[F:24])=[N:21][CH:22]=3)[CH:14]=[C:13]([CH3:27])[N:12]=2)=[O:8])[CH2:3]1.C(N(CC)CC)C.[F:35][C:36]1[CH:41]=[CH:40][C:39]([S:42](Cl)(=[O:44])=[O:43])=[CH:38][CH:37]=1. (2) Given the product [C:1]([C:3]1[CH:4]=[C:5]([C:20]([NH:35][S:32]([C:28]2[CH:29]=[CH:30][CH:31]=[C:26]([N+:23]([O-:25])=[O:24])[CH:27]=2)(=[O:34])=[O:33])=[O:21])[C:6]([O:10][C:11]2[C:12]([CH3:19])=[CH:13][C:14]([CH3:18])=[CH:15][C:16]=2[CH3:17])=[N:7][C:8]=1[CH3:9])#[N:2], predict the reactants needed to synthesize it. The reactants are: [C:1]([C:3]1[CH:4]=[C:5]([C:20](O)=[O:21])[C:6]([O:10][C:11]2[C:16]([CH3:17])=[CH:15][C:14]([CH3:18])=[CH:13][C:12]=2[CH3:19])=[N:7][C:8]=1[CH3:9])#[N:2].[N+:23]([C:26]1[CH:27]=[C:28]([S:32]([NH:35][Na])(=[O:34])=[O:33])[CH:29]=[CH:30][CH:31]=1)([O-:25])=[O:24].CN(C(ON1N=NC2C=CC=NC1=2)=[N+](C)C)C.F[P-](F)(F)(F)(F)F.CN(C)C=O. (3) Given the product [Cl:16][C:5]1[CH:6]=[CH:7][C:8]([C:10]2[N:11]=[C:12]([CH3:15])[S:13][CH:14]=2)=[CH:9][C:4]=1[C:3]([OH:17])=[O:2], predict the reactants needed to synthesize it. The reactants are: C[O:2][C:3](=[O:17])[C:4]1[CH:9]=[C:8]([C:10]2[N:11]=[C:12]([CH3:15])[S:13][CH:14]=2)[CH:7]=[CH:6][C:5]=1[Cl:16].[OH-].[Na+]. (4) The reactants are: [CH3:1][C:2]1[C:3]([N+:9]([O-:11])=[O:10])=[C:4]([OH:8])[CH:5]=[CH:6][CH:7]=1.[Br:12]Br. Given the product [Br:12][C:7]1[CH:6]=[CH:5][C:4]([OH:8])=[C:3]([N+:9]([O-:11])=[O:10])[C:2]=1[CH3:1], predict the reactants needed to synthesize it.